From a dataset of Full USPTO retrosynthesis dataset with 1.9M reactions from patents (1976-2016). Predict the reactants needed to synthesize the given product. Given the product [C:13]([O:17][C:18](=[O:21])[CH2:19][C:6]1[C:5]([C:9]([F:12])([F:11])[F:10])=[CH:4][N:3]=[C:2]([Cl:1])[CH:7]=1)([CH3:16])([CH3:15])[CH3:14], predict the reactants needed to synthesize it. The reactants are: [Cl:1][C:2]1[CH:7]=[C:6](I)[C:5]([C:9]([F:12])([F:11])[F:10])=[CH:4][N:3]=1.[C:13]([O:17][C:18](=[O:21])[CH2:19]Br)([CH3:16])([CH3:15])[CH3:14].